This data is from Full USPTO retrosynthesis dataset with 1.9M reactions from patents (1976-2016). The task is: Predict the reactants needed to synthesize the given product. (1) Given the product [Cl:17][C:18]1[C:23]([O:1][CH:2]2[CH2:3][CH2:4][N:5]([C:8]([O:10][C:11]([CH3:14])([CH3:13])[CH3:12])=[O:9])[CH2:6][CH2:7]2)=[N:22][CH:21]=[CH:20][N:19]=1, predict the reactants needed to synthesize it. The reactants are: [OH:1][CH:2]1[CH2:7][CH2:6][N:5]([C:8]([O:10][C:11]([CH3:14])([CH3:13])[CH3:12])=[O:9])[CH2:4][CH2:3]1.[H-].[Na+].[Cl:17][C:18]1[C:23](Cl)=[N:22][CH:21]=[CH:20][N:19]=1.C(=O)([O-])O.[Na+]. (2) Given the product [C:34]([OH:41])(=[O:40])/[CH:35]=[CH:36]/[C:37]([OH:39])=[O:38].[F:28][C:22]1[CH:23]=[CH:24][C:25]([F:27])=[CH:26][C:21]=1[C:20]1[C:15]([CH2:14][O:13][C@H:10]2[CH2:11][CH2:12][NH:8][CH2:9]2)=[N:16][CH:17]=[CH:18][CH:19]=1, predict the reactants needed to synthesize it. The reactants are: C(OC([N:8]1[CH2:12][CH2:11][C@H:10]([O:13][CH2:14][C:15]2[C:20]([C:21]3[CH:26]=[C:25]([F:27])[CH:24]=[CH:23][C:22]=3[F:28])=[CH:19][CH:18]=[CH:17][N:16]=2)[CH2:9]1)=O)(C)(C)C.Cl.CC(C)=O.[C:34]([OH:41])(=[O:40])/[CH:35]=[CH:36]/[C:37]([OH:39])=[O:38]. (3) Given the product [C:1]([O:5][C:6](=[O:36])[NH:7][C:8]([CH2:31][O:32][CH2:33][O:34][CH3:35])([CH2:22][CH2:23][O:24][CH:25]1[CH2:30][CH2:29][CH2:28][CH2:27][O:26]1)[CH2:9][CH2:10][C:11]1[CH:16]=[CH:15][C:14]([O:17][CH2:43][CH2:44][CH2:45][CH2:46][CH2:47][CH2:48][CH3:49])=[C:13]([C:18]([F:20])([F:21])[F:19])[CH:12]=1)([CH3:4])([CH3:3])[CH3:2], predict the reactants needed to synthesize it. The reactants are: [C:1]([O:5][C:6](=[O:36])[NH:7][C:8]([CH2:31][O:32][CH2:33][O:34][CH3:35])([CH2:22][CH2:23][O:24][CH:25]1[CH2:30][CH2:29][CH2:28][CH2:27][O:26]1)[CH2:9][CH2:10][C:11]1[CH:16]=[CH:15][C:14]([OH:17])=[C:13]([C:18]([F:21])([F:20])[F:19])[CH:12]=1)([CH3:4])([CH3:3])[CH3:2].C(=O)([O-])[O-].[K+].[K+].[CH2:43](Br)[CH2:44][CH2:45][CH2:46][CH2:47][CH2:48][CH3:49].O. (4) Given the product [Br:1][C:2]1[CH:3]=[C:4]([C:11]2[S:12][C:13]3[CH:19]([OH:20])[CH2:18][O:17][CH2:16][C:14]=3[N:15]=2)[CH:5]=[CH:6][C:7]=1[N:8]([CH3:10])[CH3:9], predict the reactants needed to synthesize it. The reactants are: [Br:1][C:2]1[CH:3]=[C:4]([C:11]2[S:12][C:13]3[C:19](=[O:20])[CH2:18][O:17][CH2:16][C:14]=3[N:15]=2)[CH:5]=[CH:6][C:7]=1[N:8]([CH3:10])[CH3:9].[BH4-].[Na+]. (5) Given the product [Br:1][C:2]1[CH:3]=[C:4]2[C:9](=[CH:10][CH:11]=1)[N:8]=[C:7]([NH:18][CH2:17][C:16]1[CH:19]=[CH:20][CH:21]=[C:14]([Cl:13])[CH:15]=1)[CH:6]=[N:5]2, predict the reactants needed to synthesize it. The reactants are: [Br:1][C:2]1[CH:3]=[C:4]2[C:9](=[CH:10][CH:11]=1)[N:8]=[C:7](Cl)[CH:6]=[N:5]2.[Cl:13][C:14]1[CH:15]=[C:16]([CH:19]=[CH:20][CH:21]=1)[CH2:17][NH2:18].O. (6) Given the product [Cl:1][C:2]1[CH:3]=[C:4]([C@H:8]([OH:12])[CH2:9][CH2:10][I:11])[CH:5]=[CH:6][CH:7]=1, predict the reactants needed to synthesize it. The reactants are: [Cl:1][C:2]1[CH:3]=[C:4]([C:8](=[O:12])[CH2:9][CH2:10][I:11])[CH:5]=[CH:6][CH:7]=1.CC(C)=O.OS(O)(=O)=O.O=[Cr](=O)=O.